Dataset: Forward reaction prediction with 1.9M reactions from USPTO patents (1976-2016). Task: Predict the product of the given reaction. (1) Given the reactants [CH2:1]([O:3][C:4]([C:6]1[N:7]([C:28]2[CH:33]=[CH:32][C:31]([O:34][CH:35]([CH3:37])[CH3:36])=[CH:30][CH:29]=2)[C:8]2[C:13]([C:14]=1[N+:15]([O-])=O)=[CH:12][C:11]([C:18]1[CH:23]=[CH:22][C:21]([C:24]([CH3:27])([CH3:26])[CH3:25])=[CH:20][CH:19]=1)=[CH:10][CH:9]=2)=[O:5])[CH3:2], predict the reaction product. The product is: [CH2:1]([O:3][C:4]([C:6]1[N:7]([C:28]2[CH:29]=[CH:30][C:31]([O:34][CH:35]([CH3:36])[CH3:37])=[CH:32][CH:33]=2)[C:8]2[C:13]([C:14]=1[NH2:15])=[CH:12][C:11]([C:18]1[CH:23]=[CH:22][C:21]([C:24]([CH3:27])([CH3:26])[CH3:25])=[CH:20][CH:19]=1)=[CH:10][CH:9]=2)=[O:5])[CH3:2]. (2) Given the reactants [CH3:1][C:2]1[CH2:7][CH2:6][CH2:5][C:4]([CH3:9])([CH3:8])[C:3]=1[CH:10]=[O:11].[CH3:12][C:13]1([CH3:26])[CH2:18][CH2:17][CH2:16][CH:15]([CH3:19])[CH:14]1[CH2:20][CH2:21][CH2:22][C:23]([OH:25])=[O:24].CC1(C)C(C)CCC1CC[CH2:36][C:37](O)=[O:38], predict the reaction product. The product is: [CH3:9][C:4]1([CH3:8])[CH2:5][CH2:6][CH2:7][CH:2]([CH3:1])[CH:3]1[CH2:10][CH2:22][C:23]([OH:25])=[O:24].[CH3:19][C:15]1[CH2:16][CH2:17][CH2:18][C:13]([CH3:12])([CH3:26])[C:14]=1/[CH:20]=[CH:21]/[C:22]([O:38][CH2:37][CH3:36])=[O:11]. (3) Given the reactants [O:1]=[C:2]1[N:6]2[CH2:7][CH2:8][NH:9][CH2:10][C@H:5]2[CH2:4]N1CC(C)(C)C(O)=O.Cl.[NH2:19][C:20]([CH3:27])([CH3:26])[CH2:21][C:22]([O:24]C)=[O:23], predict the reaction product. The product is: [O:1]=[C:2]1[N:6]2[CH2:7][CH2:8][NH:9][CH2:10][C@H:5]2[CH2:4][N:19]1[C:20]([CH3:27])([CH3:26])[CH2:21][C:22]([OH:24])=[O:23]. (4) Given the reactants O[CH2:2][CH2:3][C:4]([C:10]1[CH:15]=[CH:14][CH:13]=[C:12]([O:16][CH3:17])[CH:11]=1)([CH2:7][CH2:8]O)[C:5]#[N:6].FC(F)(F)S(OS(C(F)(F)F)(=O)=O)(=O)=O.C(N(CC)CC)C.[F:40][C:41]1[CH:47]=[CH:46][C:44]([NH2:45])=[CH:43][CH:42]=1.C(C1C=CC=CC=1N(CC)CC)C, predict the reaction product. The product is: [F:40][C:41]1[CH:47]=[CH:46][C:44]([N:45]2[CH2:8][CH2:7][C:4]([C:10]3[CH:15]=[CH:14][CH:13]=[C:12]([O:16][CH3:17])[CH:11]=3)([C:5]#[N:6])[CH2:3][CH2:2]2)=[CH:43][CH:42]=1. (5) Given the reactants [C:1]([O:5][C:6]([N:8]1[C:36]2[C:31](=[CH:32][CH:33]=[C:34]([Cl:37])[CH:35]=2)[C:10]2([CH:15]([C:16]3[CH:21]=[CH:20][CH:19]=[C:18]([Cl:22])[CH:17]=3)[CH2:14][C:13](=[O:23])[NH:12][CH:11]2[C:24]2[CH:29]=[CH:28][CH:27]=[CH:26][C:25]=2[CH3:30])[C:9]1=[O:38])=[O:7])([CH3:4])([CH3:3])[CH3:2].[H-].[Li+].I[CH3:42], predict the reaction product. The product is: [C:1]([O:5][C:6]([N:8]1[C:36]2[C:31](=[CH:32][CH:33]=[C:34]([Cl:37])[CH:35]=2)[C:10]2([CH:15]([C:16]3[CH:21]=[CH:20][CH:19]=[C:18]([Cl:22])[CH:17]=3)[CH2:14][C:13](=[O:23])[N:12]([CH3:42])[CH:11]2[C:24]2[CH:29]=[CH:28][CH:27]=[CH:26][C:25]=2[CH3:30])[C:9]1=[O:38])=[O:7])([CH3:4])([CH3:2])[CH3:3]. (6) Given the reactants [CH3:1][C:2]1[C:3](B(O)O)=[CH:4][S:5][CH:6]=1.[CH2:10]([CH:12]([C:15]1[C:16]2[N:17]([C:22](I)=[C:23]([CH3:25])[N:24]=2)[N:18]=[C:19]([CH3:21])[CH:20]=1)[CH2:13][CH3:14])[CH3:11].C([O-])([O-])=O.[Na+].[Na+], predict the reaction product. The product is: [CH2:10]([CH:12]([C:15]1[C:16]2[N:17]([C:22]([C:3]3[C:2]([CH3:1])=[CH:6][S:5][CH:4]=3)=[C:23]([CH3:25])[N:24]=2)[N:18]=[C:19]([CH3:21])[CH:20]=1)[CH2:13][CH3:14])[CH3:11]. (7) Given the reactants [CH2:1]([O:3][C:4]([C:6]1[NH:7][CH:8]=[C:9]([N+:11]([O-:13])=[O:12])[CH:10]=1)=[O:5])[CH3:2].[H-].[Na+].[CH3:16][S:17](Cl)(=[O:19])=[O:18].O, predict the reaction product. The product is: [CH2:1]([O:3][C:4]([C:6]1[N:7]([S:17]([CH3:16])(=[O:19])=[O:18])[CH:8]=[C:9]([N+:11]([O-:13])=[O:12])[CH:10]=1)=[O:5])[CH3:2].